This data is from Peptide-MHC class II binding affinity with 134,281 pairs from IEDB. The task is: Regression. Given a peptide amino acid sequence and an MHC pseudo amino acid sequence, predict their binding affinity value. This is MHC class II binding data. (1) The peptide sequence is LGNVLINESFGVEPV. The MHC is DRB1_0405 with pseudo-sequence DRB1_0405. The binding affinity (normalized) is 0.521. (2) The peptide sequence is KFDSALARKHIARELH. The MHC is DRB1_0101 with pseudo-sequence DRB1_0101. The binding affinity (normalized) is 0.403. (3) The peptide sequence is WEQIFSTWLLKPGAG. The MHC is DRB1_0401 with pseudo-sequence DRB1_0401. The binding affinity (normalized) is 0.245. (4) The peptide sequence is YDTYKCIPSLEAAVK. The MHC is HLA-DPA10301-DPB10402 with pseudo-sequence HLA-DPA10301-DPB10402. The binding affinity (normalized) is 0.259. (5) The peptide sequence is GIRNDVQMTLAKMAN. The MHC is DRB1_0101 with pseudo-sequence DRB1_0101. The binding affinity (normalized) is 0.890. (6) The peptide sequence is RLKGVTCRPLKHKVE. The MHC is DRB3_0101 with pseudo-sequence DRB3_0101. The binding affinity (normalized) is 0.101. (7) The peptide sequence is AHGIPKVPPGPNITA. The MHC is DRB1_1201 with pseudo-sequence DRB1_1201. The binding affinity (normalized) is 0.453.